From a dataset of NCI-60 drug combinations with 297,098 pairs across 59 cell lines. Regression. Given two drug SMILES strings and cell line genomic features, predict the synergy score measuring deviation from expected non-interaction effect. (1) Drug 1: C1=C(C(=O)NC(=O)N1)N(CCCl)CCCl. Drug 2: C1=NNC2=C1C(=O)NC=N2. Cell line: SNB-75. Synergy scores: CSS=5.97, Synergy_ZIP=-8.05, Synergy_Bliss=-3.24, Synergy_Loewe=-3.37, Synergy_HSA=-3.12. (2) Drug 1: CCC(=C(C1=CC=CC=C1)C2=CC=C(C=C2)OCCN(C)C)C3=CC=CC=C3.C(C(=O)O)C(CC(=O)O)(C(=O)O)O. Drug 2: COC1=C2C(=CC3=C1OC=C3)C=CC(=O)O2. Cell line: PC-3. Synergy scores: CSS=-0.783, Synergy_ZIP=5.67, Synergy_Bliss=0.138, Synergy_Loewe=-4.64, Synergy_HSA=-2.20.